From a dataset of Forward reaction prediction with 1.9M reactions from USPTO patents (1976-2016). Predict the product of the given reaction. (1) Given the reactants [O:1]1[CH2:4][CH:3]([N:5]2[CH2:9][CH2:8][C@@H:7]([NH:10]C(=O)OC(C)(C)C)[CH2:6]2)[CH2:2]1.FC(F)(F)C(O)=O, predict the reaction product. The product is: [O:1]1[CH2:4][CH:3]([N:5]2[CH2:9][CH2:8][C@@H:7]([NH2:10])[CH2:6]2)[CH2:2]1. (2) The product is: [CH3:3][O:4][C:5]1[N:10]=[C:9]([CH2:11][OH:12])[CH:8]=[CH:7][C:6]=1[C:16]([F:19])([F:17])[F:18]. Given the reactants [BH4-].[Na+].[CH3:3][O:4][C:5]1[N:10]=[C:9]([C:11](OCC)=[O:12])[CH:8]=[CH:7][C:6]=1[C:16]([F:19])([F:18])[F:17].O, predict the reaction product. (3) Given the reactants [Cl:1][C:2]1[CH:7]=[CH:6][CH:5]=[CH:4][C:3]=1[C:8]1[CH:17]=[C:16](I)[CH:15]=[C:14]2[C:9]=1[CH2:10][N:11]([CH2:28][C:29]1[CH:34]=[CH:33][C:32]([O:35][CH3:36])=[CH:31][CH:30]=1)[C:12](=[O:27])[N:13]2[C:19]1[C:24]([Cl:25])=[CH:23][CH:22]=[CH:21][C:20]=1[Cl:26].[C:37]([N:41]1[CH2:46][CH2:45][C:44](=[CH:47][Sn](C)(C)C)[CH2:43][CH2:42]1)([CH3:40])([CH3:39])[CH3:38], predict the reaction product. The product is: [C:37]([N:41]1[CH2:46][CH2:45][C:44](=[CH:47][C:16]2[CH:15]=[C:14]3[C:9]([CH2:10][N:11]([CH2:28][C:29]4[CH:34]=[CH:33][C:32]([O:35][CH3:36])=[CH:31][CH:30]=4)[C:12](=[O:27])[N:13]3[C:19]3[C:24]([Cl:25])=[CH:23][CH:22]=[CH:21][C:20]=3[Cl:26])=[C:8]([C:3]3[CH:4]=[CH:5][CH:6]=[CH:7][C:2]=3[Cl:1])[CH:17]=2)[CH2:43][CH2:42]1)([CH3:40])([CH3:39])[CH3:38]. (4) Given the reactants [F:1][C:2]1[CH:7]=[CH:6][C:5]([C:8]2[C:12]3=[N:13][CH:14]=[CH:15][CH:16]=[C:11]3[N:10]([OH:17])[C:9]=2[C:18]2[CH:23]=[CH:22][N:21]=[CH:20][CH:19]=2)=[CH:4][CH:3]=1.Cl.Cl[CH2:26][CH2:27][N:28]1[CH2:33][CH2:32][O:31][CH2:30][CH2:29]1.[H-].[Na+], predict the reaction product. The product is: [F:1][C:2]1[CH:3]=[CH:4][C:5]([C:8]2[C:12]3=[N:13][CH:14]=[CH:15][CH:16]=[C:11]3[N:10]([O:17][CH2:26][CH2:27][N:28]3[CH2:33][CH2:32][O:31][CH2:30][CH2:29]3)[C:9]=2[C:18]2[CH:19]=[CH:20][N:21]=[CH:22][CH:23]=2)=[CH:6][CH:7]=1. (5) Given the reactants NC1C=CC(OC)=CN=1.Br[C:11]1[C:16]([O:17][CH2:18][CH2:19][CH2:20][CH3:21])=[CH:15][CH:14]=[C:13]([N+:22]([O-])=O)[N:12]=1, predict the reaction product. The product is: [NH2:22][C:13]1[CH:14]=[CH:15][C:16]([O:17][CH2:18][CH2:19][CH2:20][CH3:21])=[CH:11][N:12]=1.